This data is from Full USPTO retrosynthesis dataset with 1.9M reactions from patents (1976-2016). The task is: Predict the reactants needed to synthesize the given product. (1) The reactants are: [NH2:1][C:2]1[CH:7]=[CH:6][CH:5]=[CH:4][N:3]=1.[C:8]([C:11]1C=CC=C2[C:12]=1[CH2:13][CH2:14]C2=O)(O)=[O:9].Cl.CNC. Given the product [N:3]1[CH:4]=[CH:5][CH:6]=[CH:7][C:2]=1[NH:1][C:8](=[O:9])[CH2:11][CH2:12][C:13]#[CH:14], predict the reactants needed to synthesize it. (2) Given the product [F:1][C:2]1[C:3]([N:8]2[CH:12]=[C:11]([CH2:13][OH:14])[C:10]([CH2:19][O:20][CH:21]([CH3:23])[CH3:22])=[N:9]2)=[N:4][CH:5]=[CH:6][CH:7]=1, predict the reactants needed to synthesize it. The reactants are: [F:1][C:2]1[C:3]([N:8]2[CH:12]=[C:11]([C:13](OC(C)C)=[O:14])[C:10]([CH2:19][O:20][CH:21]([CH3:23])[CH3:22])=[N:9]2)=[N:4][CH:5]=[CH:6][CH:7]=1.[H-].[Al+3].[Li+].[H-].[H-].[H-].O.[OH-].[Na+]. (3) Given the product [C:24]([O:28][C:29](=[O:34])[NH:30][CH2:31][CH2:32][NH:1][CH:2]([C:6]1[N:7]([CH2:17][C:18]2[CH:19]=[CH:20][CH:21]=[CH:22][CH:23]=2)[C:8](=[O:16])[C:9]2[C:14]([CH3:15])=[N:13][S:12][C:10]=2[N:11]=1)[CH:3]([CH3:5])[CH3:4])([CH3:27])([CH3:26])[CH3:25], predict the reactants needed to synthesize it. The reactants are: [NH2:1][CH:2]([C:6]1[N:7]([CH2:17][C:18]2[CH:23]=[CH:22][CH:21]=[CH:20][CH:19]=2)[C:8](=[O:16])[C:9]2[C:14]([CH3:15])=[N:13][S:12][C:10]=2[N:11]=1)[CH:3]([CH3:5])[CH3:4].[C:24]([O:28][C:29](=[O:34])[NH:30][CH2:31][CH:32]=O)([CH3:27])([CH3:26])[CH3:25].C(O[BH-](OC(=O)C)OC(=O)C)(=O)C.[Na+]. (4) Given the product [Cl:1][C:2]1[CH:7]=[CH:6][C:5]([C:8]2[N:12]([C:13]3[CH:18]=[CH:17][C:16]([Cl:19])=[CH:15][C:14]=3[Cl:20])[N:11]=[C:10]([C:21]([OH:23])=[O:22])[N:9]=2)=[CH:4][CH:3]=1, predict the reactants needed to synthesize it. The reactants are: [Cl:1][C:2]1[CH:7]=[CH:6][C:5]([C:8]2[N:12]([C:13]3[CH:18]=[CH:17][C:16]([Cl:19])=[CH:15][C:14]=3[Cl:20])[N:11]=[C:10]([C:21]([O:23]C)=[O:22])[N:9]=2)=[CH:4][CH:3]=1.[OH-].[K+]. (5) Given the product [CH3:1][O:2][C:3](=[O:15])[CH2:4][O:16][C:17]1[CH:18]=[C:19]2[C:23](=[CH:24][CH:25]=1)[NH:22][CH:21]=[CH:20]2, predict the reactants needed to synthesize it. The reactants are: [CH3:1][O:2][C:3](=[O:15])[CH2:4]OC1C=CC=C2C=1C=CN2.[OH:16][C:17]1[CH:18]=[C:19]2[C:23](=[CH:24][CH:25]=1)[NH:22][CH:21]=[CH:20]2. (6) Given the product [OH:2][C:3]1[CH:12]=[CH:11][C:10]2[NH:9][C:8](=[O:13])[C:7]([C:14]3[CH:19]=[CH:18][CH:17]=[CH:16][CH:15]=3)=[N:6][C:5]=2[C:4]=1[C:20]([OH:22])=[O:21], predict the reactants needed to synthesize it. The reactants are: C[O:2][C:3]1[CH:12]=[CH:11][C:10]2[NH:9][C:8](=[O:13])[C:7]([C:14]3[CH:19]=[CH:18][CH:17]=[CH:16][CH:15]=3)=[N:6][C:5]=2[C:4]=1[C:20]([O:22]C)=[O:21].B(Br)(Br)Br.O. (7) Given the product [OH:24][CH2:25][CH2:26][N:27]1[CH2:32][CH2:31][N:30]([CH2:22][C:5]2[C:6]([OH:20])=[C:7]3[C:8](=[C:3]([O:2][CH3:1])[C:4]=2[OH:21])[O:9][C:10]([C:14]2[CH:19]=[CH:18][CH:17]=[CH:16][CH:15]=2)=[CH:11][C:12]3=[O:13])[CH2:29][CH2:28]1, predict the reactants needed to synthesize it. The reactants are: [CH3:1][O:2][C:3]1[C:4]([OH:21])=[CH:5][C:6]([OH:20])=[C:7]2[C:12](=[O:13])[CH:11]=[C:10]([C:14]3[CH:15]=[CH:16][CH:17]=[CH:18][CH:19]=3)[O:9][C:8]=12.[CH2:22]=O.[OH:24][CH2:25][CH2:26][N:27]1[CH2:32][CH2:31][NH:30][CH2:29][CH2:28]1. (8) The reactants are: C1COCC1.C([O:8][C:9](=[O:46])[CH2:10][CH2:11][N:12]([C:39]([O:41][C:42]([CH3:45])([CH3:44])[CH3:43])=[O:40])[CH2:13][C:14]([N:16]1[C:24]2[C:19](=[CH:20][C:21]([O:25][CH2:26][C:27]3[CH:32]=[CH:31][C:30]([CH2:33][CH3:34])=[C:29]([C:35]([F:38])([F:37])[F:36])[CH:28]=3)=[CH:22][CH:23]=2)[CH2:18][CH2:17]1)=[O:15])C.[OH-].[Na+].Cl. Given the product [C:42]([O:41][C:39]([N:12]([CH2:11][CH2:10][C:9]([OH:46])=[O:8])[CH2:13][C:14]([N:16]1[C:24]2[C:19](=[CH:20][C:21]([O:25][CH2:26][C:27]3[CH:32]=[CH:31][C:30]([CH2:33][CH3:34])=[C:29]([C:35]([F:38])([F:36])[F:37])[CH:28]=3)=[CH:22][CH:23]=2)[CH2:18][CH2:17]1)=[O:15])=[O:40])([CH3:43])([CH3:44])[CH3:45], predict the reactants needed to synthesize it. (9) Given the product [F:56][C:57]([F:62])([F:61])[C:58]([OH:60])=[O:59].[NH2:1][C:2]([CH3:55])([CH3:54])[CH2:3][CH2:4][CH2:5][N:6]1[C:14]2[C:9](=[CH:10][C:11]([O:15][CH:16]([F:18])[F:17])=[CH:12][CH:13]=2)[C:8]([C:19]2[N:24]=[C:23]3[C:25]([C:47]([NH:49][C:50]([CH3:53])([CH3:52])[CH3:51])=[O:48])=[CH:26][NH:27][C:22]3=[N:21][CH:20]=2)=[N:7]1, predict the reactants needed to synthesize it. The reactants are: [NH2:1][C:2]([CH3:55])([CH3:54])[CH2:3][CH2:4][CH2:5][N:6]1[C:14]2[C:9](=[CH:10][C:11]([O:15][CH:16]([F:18])[F:17])=[CH:12][CH:13]=2)[C:8]([C:19]2[N:24]=[C:23]3[C:25]([C:47]([NH:49][C:50]([CH3:53])([CH3:52])[CH3:51])=[O:48])=[CH:26][N:27](C(C4C=CC=CC=4)(C4C=CC=CC=4)C4C=CC=CC=4)[C:22]3=[N:21][CH:20]=2)=[N:7]1.[F:56][C:57]([F:62])([F:61])[C:58]([OH:60])=[O:59].